From a dataset of Drug-target binding data from BindingDB using IC50 measurements. Regression. Given a target protein amino acid sequence and a drug SMILES string, predict the binding affinity score between them. We predict pIC50 (pIC50 = -log10(IC50 in M); higher means more potent). Dataset: bindingdb_ic50. (1) The compound is NCc1noc(-c2nn(CCc3ccccc3)c3ccccc23)n1. The target protein (P10635) has sequence MGLEALVPLAVIVAIFLLLVDLMHRRQRWAARYPPGPLPLPGLGNLLHVDFQNTPYCFDQLRRRFGDVFSLQLAWTPVVVLNGLAAVREALVTHGEDTADRPPVPITQILGFGPRSQGVFLARYGPAWREQRRFSVSTLRNLGLGKKSLEQWVTEEAACLCAAFANHSGRPFRPNGLLDKAVSNVIASLTCGRRFEYDDPRFLRLLDLAQEGLKEESGFLREVLNAVPVLLHIPALAGKVLRFQKAFLTQLDELLTEHRMTWDPAQPPRDLTEAFLAEMEKAKGNPESSFNDENLRIVVADLFSAGMVTTSTTLAWGLLLMILHPDVQRRVQQEIDDVIGQVRRPEMGDQAHMPYTTAVIHEVQRFGDIVPLGVTHMTSRDIEVQGFRIPKGTTLITNLSSVLKDEAVWEKPFRFHPEHFLDAQGHFVKPEAFLPFSAGRRACLGEPLARMELFLFFTSLLQHFSFSVPTGQPRPSHHGVFAFLVSPSPYELCAVPR. The pIC50 is 5.9. (2) The compound is Cc1nc(-c2ccccc2)nc(N2C[C@H](C)N(c3ccnc([C@@H](C)O)n3)[C@H](C)C2)n1. The target protein (P27867) has sequence MAAPAKGENLSLVVHGPGDIRLENYPIPELGPNDVLLKMHSVGICGSDVHYWEHGRIGDFVVKKPMVLGHEAAGTVTKVGPMVKHLKPGDRVAIEPGVPREIDEFCKIGRYNLTPSIFFCATPPDDGNLCRFYKHSADFCYKLPDSVTFEEGALIEPLSVGIYACRRGSVSLGNKVLVCGAGPIGIVTLLVAKAMGASQVVVIDLSASRLAKAKEVGADFTIQVAKETPHDIAKKVESVLGSKPEVTIECTGAESSVQTGIYATHSGGTLVVVGMGPEMINLPLVHAAVREVDIKGVFRYCNTWPMAVSMLASKTLNVKPLVTHRFPLEKAVEAFETAKKGLGLKVMIKCDPNDQNP. The pIC50 is 7.4. (3) The small molecule is C=C(CC[C@@H](C)[C@H]1CC=C2C3=C([C@@H](O)[C@H](OC(C)=O)[C@@]21C)[C@@]1(C)C[C@@H]2O[C@@H]2C(C)(C)[C@@H]1CC3)C(C)C. The target protein (P00642) has sequence MSNKKQSNRLTEQHKLSQGVIGIFGDYAKAHDLAVGEVSKLVKKALSNEYPQLSFRYRDSIKKTEINEALKKIDPDLGGTLFVSNSSIKPDGGIVEVKDDYGEWRVVLVAEAKHQGKDIINIRNGLLVGKRGDQDLMAAGNAIERSHKNISEIANFMLSESHFPYVLFLEGSNFLTENISITRPDGRVVNLEYNSGILNRLDRLTAANYGMPINSNLCINKFVNHKDKSIMLQAASIYTQGDGREWDSKIMFEIMFDISTTSLRVLGRDLFEQLTSK. The pIC50 is 4.3. (4) The target protein (P25104) has sequence MILNSSTEDGIKRIQDDCPKAGRHNYIFIMIPTLYSIIFVVGIFGNSLVVIVIYFYMKLKTVASVFLLNLALADLCFLLTLPLWAVYTAMEYRWPFGNYLCKIASASVSFNLYASVFLLTCLSIDRYLAIVHPMKSRLRRTMLVAKVTCIIIWLLAGLASLPTIIHRNVFFIENTNITVCAFHYESQNSTLPVGLGLTKNILGFLFPFLIILTSYTLIWKTLKKAYEIQKNKPRKDDIFKIILAIVLFFFFSWVPHQIFTFMDVLIQLGLIRDCKIEDIVDTAMPITICLAYFNNCLNPLFYGFLGKKFKKYFLQLLKYIPPKAKSHSNLSTKMSTLSYRPSENGNSSTKKPAPCIEVE. The compound is CCCCC1=NC(Cl)C(CO)N1Cc1ccc(-c2ccccc2-c2nnn[nH]2)cc1. The pIC50 is 6.9. (5) The compound is CC[C@H](C)[C@H](NC(C)=O)C(=O)N[C@@H](CO)C(=O)N[C@@H](CCC(N)=O)C(=O)N[C@@H](CC(C)C)C(=O)N[C@@H](C=CCC(C)=O)C(=O)O. The target protein (Q9H6P5) has sequence MTMEKGMSSGEGLPSRSSQVSAGKITAKELETKQSYKEKRGGFVLVHAGAGYHSESKAKEYKHVCKRACQKAIEKLQAGALATDAVTAALVELEDSPFTNAGMGSNLNLLGEIECDASIMDGKSLNFGAVGALSGIKNPVSVANRLLCEGQKGKLSAGRIPPCFLVGEGAYRWAVDHGIPSCPPNIMTTRFSLAAFKRNKRKLELAERVDTDFMQLKKRRQSSEKENDSGTLDTVGAVVVDHEGNVAAAVSSGGLALKHPGRVGQAALYGCGCWAENTGAHNPYSTAVSTSGCGEHLVRTILARECSHALQAEDAHQALLETMQNKFISSPFLASEDGVLGGVIVLRSCRCSAEPDSSQNKQTLLVEFLWSHTTESMCVGYMSAQDGKAKTHISRLPPGAVAGQSVAIEGGVCRLESPVN. The pIC50 is 4.2. (6) The target protein (P00774) has sequence MIRTLLLSALVAGALSCGYPTYEVQHDVSRVVGGQEASPNSWPWQVSLQYLSSGKWHHTCGGSLVANNWVLTAAHCISNSRTYRVLLGRHSLSTSESGSLAVQVSKLVVHEKWNAQKLSNGNDIALVKLASPVALTSKIQTACLPPAGTILPNNYPCYVTGWGRLQTNGATPDVLQQGRLLVVDYATCSSASWWGSSVKTNMVCAGGDGVTSSCNGDSGGPLNCQASNGQWQVHGIVSFGSTLGCNYPRKPSVFTRVSNYIDWINSVIAKN. The pIC50 is 3.7. The drug is CO[C@H]1C(=O)N([C@@H](C2SCCCS2)C2OC(C)(C)OC2C2COC(C)(C)O2)[C@H]1/C=C/c1ccccc1. (7) The small molecule is Clc1cccc(Nc2cncc(-c3cncc(NCCCc4cccnc4)c3)n2)c1. The target is XTSFAESXKPVQQPSAFGS. The pIC50 is 6.5. (8) The compound is O=C1N/C(=N\c2nccs2)S/C1=C/c1ccc(O)cc1. The target protein (P08170) has sequence MFSAGHKIKGTVVLMPKNELEVNPDGSAVDNLNAFLGRSVSLQLISATKADAHGKGKVGKDTFLEGINTSLPTLGAGESAFNIHFEWDGSMGIPGAFYIKNYMQVEFFLKSLTLEAISNQGTIRFVCNSWVYNTKLYKSVRIFFANHTYVPSETPAPLVSYREEELKSLRGNGTGERKEYDRIYDYDVYNDLGNPDKSEKLARPVLGGSSTFPYPRRGRTGRGPTVTDPNTEKQGEVFYVPRDENLGHLKSKDALEIGTKSLSQIVQPAFESAFDLKSTPIEFHSFQDVHDLYEGGIKLPRDVISTIIPLPVIKELYRTDGQHILKFPQPHVVQVSQSAWMTDEEFAREMIAGVNPCVIRGLEEFPPKSNLDPAIYGDQSSKITADSLDLDGYTMDEALGSRRLFMLDYHDIFMPYVRQINQLNSAKTYATRTILFLREDGTLKPVAIELSLPHSAGDLSAAVSQVVLPAKEGVESTIWLLAKAYVIVNDSCYHQLMSHW.... The pIC50 is 3.9. (9) The small molecule is CN[C@@H](C)C(=O)N[C@@H](Cc1ccc(OCc2ccc(C(=O)NC3C[C@@H](C(=O)NC4CCCc5ccccc54)N(C(=O)[C@@H](NC(=O)[C@H](C)NC)C(C)(C)C)C3)cc2)cc1)C(=O)N1CC=CCC1C(=O)N[C@@H]1CCCc2ccccc21. The target protein sequence is RDHFALDRPSETHADYLLRTGQVVDISDTIYPRNPAMYSEEARLKSFQNWPDYAHLTPRELASAGLYYTGIGDQVQCFACGGKLKNWEPGDRAWSEHRRHFPNCFFVLGRNLNIRSE. The pIC50 is 9.5.